Dataset: Forward reaction prediction with 1.9M reactions from USPTO patents (1976-2016). Task: Predict the product of the given reaction. (1) Given the reactants [NH2:1][C@H:2]1[CH2:7][CH2:6][C@H:5]([NH:8][C:9]2[CH:16]=[C:15]([N:17]3[C:25]4[CH2:24][C:23]([CH3:27])([CH3:26])[CH2:22][C:21](=[O:28])[C:20]=4[C:19]([C:29]([F:32])([F:31])[F:30])=[N:18]3)[CH:14]=[CH:13][C:10]=2[C:11]#[N:12])[CH2:4][CH2:3]1.CS(C)=[O:35], predict the reaction product. The product is: [NH2:1][C@H:2]1[CH2:3][CH2:4][C@H:5]([NH:8][C:9]2[CH:16]=[C:15]([N:17]3[C:25]4[CH2:24][C:23]([CH3:27])([CH3:26])[CH2:22][C:21](=[O:28])[C:20]=4[C:19]([C:29]([F:31])([F:32])[F:30])=[N:18]3)[CH:14]=[CH:13][C:10]=2[C:11]([NH2:12])=[O:35])[CH2:6][CH2:7]1. (2) Given the reactants C(NC(C)C)(C)C.[Li]CCCC.[F:13][C:14]1[CH:19]=[CH:18][CH:17]=[CH:16][C:15]=1[F:20].Cl[Si:22]([CH3:25])([CH3:24])[CH3:23], predict the reaction product. The product is: [F:13][C:14]1[C:15]([F:20])=[C:16]([Si:22]([CH3:25])([CH3:24])[CH3:23])[CH:17]=[CH:18][C:19]=1[Si:22]([CH3:25])([CH3:24])[CH3:23].